This data is from Forward reaction prediction with 1.9M reactions from USPTO patents (1976-2016). The task is: Predict the product of the given reaction. (1) Given the reactants C(OC(=O)[NH:7][C@@H:8]([C:10]1[CH:11]=[N+:12]([O-:20])[C:13]([C:16]([F:19])([F:18])[F:17])=[CH:14][CH:15]=1)[CH3:9])(C)(C)C.[ClH:22], predict the reaction product. The product is: [ClH:22].[O-:20][N+:12]1[C:13]([C:16]([F:17])([F:18])[F:19])=[CH:14][CH:15]=[C:10]([C@H:8]([NH2:7])[CH3:9])[CH:11]=1. (2) Given the reactants CC([Si](C)(C)[O:6][CH2:7][C@@:8]1([C:28]([NH:30][CH3:31])=[O:29])[CH2:12][CH2:11][C@H:10]([C:13]2[CH:18]=[CH:17][C:16]([O:19][CH2:20][C:21]3[CH:26]=[CH:25][CH:24]=[CH:23][C:22]=3[F:27])=[CH:15][CH:14]=2)[NH:9]1)(C)C, predict the reaction product. The product is: [F:27][C:22]1[CH:23]=[CH:24][CH:25]=[CH:26][C:21]=1[CH2:20][O:19][C:16]1[CH:17]=[CH:18][C:13]([C@@H:10]2[NH:9][C@:8]([CH2:7][OH:6])([C:28]([NH:30][CH3:31])=[O:29])[CH2:12][CH2:11]2)=[CH:14][CH:15]=1. (3) Given the reactants [C:1]([C:3]1[C@@H:8]([C:9]2[CH:14]=[CH:13][C:12]([C:15]#[N:16])=[CH:11][C:10]=2[S:17]([CH3:20])(=[O:19])=[O:18])[N:7]([C:21](OC2C=CC([N+]([O-])=O)=CC=2)=[O:22])[C:6](=[O:33])[N:5]([C:34]2[CH:39]=[CH:38][CH:37]=[C:36]([C:40]([F:43])([F:42])[F:41])[CH:35]=2)[C:4]=1[CH3:44])#[N:2].[NH2:45][C:46]([CH3:50])([CH3:49])[CH2:47][OH:48], predict the reaction product. The product is: [C:1]([C:3]1[C@@H:8]([C:9]2[CH:14]=[CH:13][C:12]([C:15]#[N:16])=[CH:11][C:10]=2[S:17]([CH3:20])(=[O:18])=[O:19])[N:7]([C:21]([NH:45][C:46]([CH3:50])([CH3:49])[CH2:47][OH:48])=[O:22])[C:6](=[O:33])[N:5]([C:34]2[CH:39]=[CH:38][CH:37]=[C:36]([C:40]([F:43])([F:41])[F:42])[CH:35]=2)[C:4]=1[CH3:44])#[N:2]. (4) Given the reactants [Cl:1][C:2]1[CH:3]=[CH:4][C:5]([C:28]([F:31])([F:30])[F:29])=[C:6]([CH:27]=1)[CH2:7][N:8]1[CH2:13][CH2:12][NH:11][C:10]2[N:14]=[CH:15][C:16]([C:18]3[CH:19]=[C:20]([CH:24]=[CH:25][CH:26]=3)[C:21]([OH:23])=O)=[CH:17][C:9]1=2.[CH2:32]([NH2:39])[C:33]1[CH:38]=[CH:37][CH:36]=[CH:35][CH:34]=1, predict the reaction product. The product is: [CH2:32]([NH:39][C:21](=[O:23])[C:20]1[CH:24]=[CH:25][CH:26]=[C:18]([C:16]2[CH:15]=[N:14][C:10]3[NH:11][CH2:12][CH2:13][N:8]([CH2:7][C:6]4[CH:27]=[C:2]([Cl:1])[CH:3]=[CH:4][C:5]=4[C:28]([F:29])([F:30])[F:31])[C:9]=3[CH:17]=2)[CH:19]=1)[C:33]1[CH:38]=[CH:37][CH:36]=[CH:35][CH:34]=1.